From a dataset of Forward reaction prediction with 1.9M reactions from USPTO patents (1976-2016). Predict the product of the given reaction. The product is: [CH3:38][C:33]1[N:32]([C:28]2[CH:27]=[C:26]([C:24]3[CH2:23][C:22](=[O:39])[NH:21][C:9]4[CH:10]=[C:11]([C:14]5[CH:15]=[CH:16][C:17]([F:20])=[CH:18][CH:19]=5)[CH:12]=[CH:13][C:8]=4[N:7]=3)[CH:31]=[CH:30][CH:29]=2)[CH:36]=[C:35]([CH3:37])[N:34]=1. Given the reactants C(OC(=O)[NH:7][C:8]1[CH:13]=[CH:12][C:11]([C:14]2[CH:19]=[CH:18][C:17]([F:20])=[CH:16][CH:15]=2)=[CH:10][C:9]=1[NH:21][C:22](=[O:39])[CH2:23][C:24]([C:26]1[CH:31]=[CH:30][CH:29]=[C:28]([N:32]2[CH:36]=[C:35]([CH3:37])[N:34]=[C:33]2[CH3:38])[CH:27]=1)=O)(C)(C)C.C(O)(C(F)(F)F)=O, predict the reaction product.